Dataset: Reaction yield outcomes from USPTO patents with 853,638 reactions. Task: Predict the reaction yield, written as a fraction of the theoretical maximum amount of product (1.0 means a 100% yield; for example, 0.34 means a 34% yield). (1) The reactants are ClC1C=C(C=CC=1)C([O:7][C@@H:8]1[C@@H:11]([CH2:12][C:13]2[CH:18]=[CH:17][N:16]=[C:15]([N:19]([C:29]([O:31][C:32]([CH3:35])([CH3:34])[CH3:33])=[O:30])[CH2:20][C:21]3[CH:26]=[CH:25][C:24]([O:27][CH3:28])=[CH:23][CH:22]=3)[CH:14]=2)[C:10](=O)[NH:9]1)=O.[CH3:40][S:41]([O-:43])=[O:42].[Na+]. The catalyst is C(#N)C.O. The product is [C:32]([O:31][C:29](=[O:30])[N:19]([CH2:20][C:21]1[CH:26]=[CH:25][C:24]([O:27][CH3:28])=[CH:23][CH:22]=1)[C:15]1[CH:14]=[C:13]([CH2:12][C@H:11]2[C:8](=[O:7])[NH:9][C@@H:10]2[S:41]([CH3:40])(=[O:43])=[O:42])[CH:18]=[CH:17][N:16]=1)([CH3:35])([CH3:34])[CH3:33]. The yield is 0.600. (2) The reactants are FC(F)(F)C(O)=O.[NH2:8][CH2:9]/[CH:10]=[CH:11]/[C:12]([O:14][CH2:15][CH3:16])=[O:13].[C:17]([C:20]1[CH:21]=[C:22]([C:25](=[O:30])C(Cl)(Cl)Cl)[NH:23][CH:24]=1)(=[O:19])[CH3:18].C(N(CC)C(C)C)(C)C. The catalyst is ClCCl. The product is [C:17]([C:20]1[CH:21]=[C:22]([C:25]([NH:8][CH2:9]/[CH:10]=[CH:11]/[C:12]([O:14][CH2:15][CH3:16])=[O:13])=[O:30])[NH:23][CH:24]=1)(=[O:19])[CH3:18]. The yield is 0.650.